From a dataset of Reaction yield outcomes from USPTO patents with 853,638 reactions. Predict the reaction yield, written as a fraction of the theoretical maximum amount of product (1.0 means a 100% yield; for example, 0.34 means a 34% yield). (1) The reactants are [C:1]([C:4]1[CH:8]=[CH:7][S:6][C:5]=1[S:9]([NH2:12])(=[O:11])=[O:10])(=[O:3])[CH3:2].C1(C)C=CC(S(O)(=O)=O)=CC=1.[Br:24]N1C(=O)CCC1=O. The catalyst is C(#N)C. The product is [Br:24][CH2:2][C:1]([C:4]1[CH:8]=[CH:7][S:6][C:5]=1[S:9]([NH2:12])(=[O:10])=[O:11])=[O:3]. The yield is 0.720. (2) The reactants are [Br:1][C:2]1[CH:9]=[CH:8][C:5]([CH2:6]Br)=[CH:4][CH:3]=1.[CH2:10]([N:12](CC)[CH2:13][CH3:14])[CH3:11].C(NCC)C. The catalyst is C1COCC1. The product is [Br:1][C:2]1[CH:9]=[CH:8][C:5]([CH2:6][N:12]([CH2:13][CH3:14])[CH2:10][CH3:11])=[CH:4][CH:3]=1. The yield is 0.880.